Task: Predict the product of the given reaction.. Dataset: Forward reaction prediction with 1.9M reactions from USPTO patents (1976-2016) (1) Given the reactants C(=O)([O-])[O-].[K+].[K+].[CH2:7]1[O:15][C:14]2[C:9](=[C:10]([OH:16])[CH:11]=[CH:12][CH:13]=2)[O:8]1.Cl[C:18]1[C:27]2[C:22](=[CH:23][C:24]([O:30][CH2:31][CH2:32][CH2:33][N:34]3[CH2:39][CH2:38][O:37][CH2:36][CH2:35]3)=[C:25]([O:28][CH3:29])[CH:26]=2)[N:21]=[CH:20][N:19]=1, predict the reaction product. The product is: [CH3:29][O:28][C:25]1[CH:26]=[C:27]2[C:22](=[CH:23][C:24]=1[O:30][CH2:31][CH2:32][CH2:33][N:34]1[CH2:35][CH2:36][O:37][CH2:38][CH2:39]1)[N:21]=[CH:20][N:19]=[C:18]2[O:16][C:10]1[CH:11]=[CH:12][CH:13]=[C:14]2[O:15][CH2:7][O:8][C:9]=12. (2) Given the reactants C[O:2][C:3](=[O:19])[C:4]1[CH:9]=[CH:8][CH:7]=[C:6]([CH2:10][O:11][C:12]2[CH:17]=[CH:16][C:15](I)=[CH:14][CH:13]=2)[CH:5]=1.[F:20][C:21]1[C:26](B(O)O)=[CH:25][CH:24]=[CH:23][N:22]=1, predict the reaction product. The product is: [F:20][C:21]1[C:26]([C:15]2[CH:16]=[CH:17][C:12]([O:11][CH2:10][C:6]3[CH:5]=[C:4]([CH:9]=[CH:8][CH:7]=3)[C:3]([OH:2])=[O:19])=[CH:13][CH:14]=2)=[CH:25][CH:24]=[CH:23][N:22]=1.